This data is from Forward reaction prediction with 1.9M reactions from USPTO patents (1976-2016). The task is: Predict the product of the given reaction. (1) Given the reactants Br[C:2]1[C:10]2[CH:9]=[N:8][C:7]([NH:11][CH:12]([CH2:14][CH2:15][CH3:16])[CH3:13])=[N:6][C:5]=2[N:4]([C@H:17]2[CH2:22][CH2:21][C@H:20]([O:23][Si:24]([C:27]([CH3:30])([CH3:29])[CH3:28])([CH3:26])[CH3:25])[CH2:19][CH2:18]2)[CH:3]=1.[CH:31]([C:33]1[CH:38]=[CH:37][C:36](B(O)O)=[CH:35][CH:34]=1)=[O:32].C([O-])([O-])=O.[K+].[K+], predict the reaction product. The product is: [Si:24]([O:23][C@H:20]1[CH2:21][CH2:22][C@H:17]([N:4]2[C:5]3[N:6]=[C:7]([NH:11][CH:12]([CH2:14][CH2:15][CH3:16])[CH3:13])[N:8]=[CH:9][C:10]=3[C:2]([C:36]3[CH:37]=[CH:38][C:33]([CH:31]=[O:32])=[CH:34][CH:35]=3)=[CH:3]2)[CH2:18][CH2:19]1)([C:27]([CH3:30])([CH3:29])[CH3:28])([CH3:26])[CH3:25]. (2) Given the reactants [F:1][C:2]1[CH:3]=[N:4][C:5]([C:8]#N)=[N:6][CH:7]=1.CC(C[AlH]CC(C)C)C.C1C[O:22]CC1, predict the reaction product. The product is: [F:1][C:2]1[CH:3]=[N:4][C:5]([CH:8]=[O:22])=[N:6][CH:7]=1. (3) Given the reactants [Cl:1][C:2]1[CH:3]=[C:4]([NH:9][C:10]([NH:12][C:13](=[O:18])[C:14]([F:17])([F:16])[F:15])=[S:11])[CH:5]=[C:6]([Cl:8])[CH:7]=1.I[CH2:20]I.C(N(CC)CC)C, predict the reaction product. The product is: [Cl:1][C:2]1[CH:3]=[C:4]([N:9]2[CH2:20][S:11]/[C:10]/2=[N:12]\[C:13](=[O:18])[C:14]([F:15])([F:16])[F:17])[CH:5]=[C:6]([Cl:8])[CH:7]=1. (4) Given the reactants [F:1][C:2]1[N:10]=[C:9]2[C:5]([N:6]=[CH:7][NH:8]2)=[C:4]([NH:11][CH2:12][C:13]2[CH:18]=[CH:17][N:16]=[CH:15][CH:14]=2)[N:3]=1.C([O-])([O-])=O.[K+].[K+].Br[CH:26]([CH3:28])[CH3:27].C(Cl)(Cl)Cl, predict the reaction product. The product is: [F:1][C:2]1[N:10]=[C:9]2[C:5]([N:6]=[CH:7][N:8]2[CH:26]([CH3:28])[CH3:27])=[C:4]([NH:11][CH2:12][C:13]2[CH:18]=[CH:17][N:16]=[CH:15][CH:14]=2)[N:3]=1. (5) Given the reactants [CH3:1][C:2]1[CH:11]=[C:10]([NH2:12])[C:9]2[C:4](=[CH:5][CH:6]=[C:7]([NH2:13])[CH:8]=2)[N:3]=1.[Cl:14][C:15]1[N:20]=[C:19](Cl)[CH:18]=[C:17]([CH3:22])[N:16]=1.Cl, predict the reaction product. The product is: [Cl:14][C:15]1[N:20]=[C:19]([NH:13][C:7]2[CH:8]=[C:9]3[C:4](=[CH:5][CH:6]=2)[N:3]=[C:2]([CH3:1])[CH:11]=[C:10]3[NH2:12])[CH:18]=[C:17]([CH3:22])[N:16]=1.